Predict the reaction yield, written as a fraction of the theoretical maximum amount of product (1.0 means a 100% yield; for example, 0.34 means a 34% yield). From a dataset of Buchwald-Hartwig C-N cross coupling reaction yields with 55,370 reactions. (1) The reactants are COc1ccc(Br)cc1.Cc1ccc(N)cc1.O=S(=O)(O[Pd]1c2ccccc2-c2ccccc2N~1)C(F)(F)F.CC(C)c1cc(C(C)C)c(-c2ccccc2P(C(C)(C)C)C(C)(C)C)c(C(C)C)c1.CN(C)C(=NC(C)(C)C)N(C)C.c1ccc(CN(Cc2ccccc2)c2ccno2)cc1. No catalyst specified. The product is COc1ccc(Nc2ccc(C)cc2)cc1. The yield is 0.0594. (2) The reactants are COc1ccc(Cl)cc1.Cc1ccc(N)cc1.O=S(=O)(O[Pd]1c2ccccc2-c2ccccc2N~1)C(F)(F)F.COc1ccc(OC)c(P([C@]23C[C@H]4C[C@H](C[C@H](C4)C2)C3)[C@]23C[C@H]4C[C@H](C[C@H](C4)C2)C3)c1-c1c(C(C)C)cc(C(C)C)cc1C(C)C.CCN=P(N=P(N(C)C)(N(C)C)N(C)C)(N(C)C)N(C)C.Cc1cc(-n2cccc2)no1. No catalyst specified. The product is COc1ccc(Nc2ccc(C)cc2)cc1. The yield is 0. (3) The reactants are COc1ccc(Br)cc1.Cc1ccc(N)cc1.O=S(=O)(O[Pd]1c2ccccc2-c2ccccc2N~1)C(F)(F)F.CC(C)c1cc(C(C)C)c(-c2ccccc2P(C(C)(C)C)C(C)(C)C)c(C(C)C)c1.CN1CCCN2CCCN=C12.CCOC(=O)c1cc(C)no1. No catalyst specified. The product is COc1ccc(Nc2ccc(C)cc2)cc1. The yield is 0.496. (4) The reactants are CCc1ccc(Br)cc1.Cc1ccc(N)cc1.O=S(=O)(O[Pd]1c2ccccc2-c2ccccc2N~1)C(F)(F)F.CC(C)c1cc(C(C)C)c(-c2ccccc2P(C2CCCCC2)C2CCCCC2)c(C(C)C)c1.CN(C)C(=NC(C)(C)C)N(C)C.Cc1cc(-c2ccccc2)on1. No catalyst specified. The product is CCc1ccc(Nc2ccc(C)cc2)cc1. The yield is 0.251. (5) The reactants are COc1ccc(I)cc1.Cc1ccc(N)cc1.O=S(=O)(O[Pd]1c2ccccc2-c2ccccc2N~1)C(F)(F)F.CC(C)c1cc(C(C)C)c(-c2ccccc2P(C(C)(C)C)C(C)(C)C)c(C(C)C)c1.CN(C)C(=NC(C)(C)C)N(C)C.Cc1cc(-n2cccc2)no1. No catalyst specified. The product is COc1ccc(Nc2ccc(C)cc2)cc1. The yield is 0.352. (6) The reactants are CCc1ccc(Cl)cc1.Cc1ccc(N)cc1.O=S(=O)(O[Pd]1c2ccccc2-c2ccccc2N~1)C(F)(F)F.COc1ccc(OC)c(P(C(C)(C)C)C(C)(C)C)c1-c1c(C(C)C)cc(C(C)C)cc1C(C)C.CCN=P(N=P(N(C)C)(N(C)C)N(C)C)(N(C)C)N(C)C.COC(=O)c1ccno1. No catalyst specified. The product is CCc1ccc(Nc2ccc(C)cc2)cc1. The yield is 0.0326. (7) The reactants are Brc1cccnc1.Cc1ccc(N)cc1.O=S(=O)(O[Pd]1c2ccccc2-c2ccccc2N~1)C(F)(F)F.COc1ccc(OC)c(P(C(C)(C)C)C(C)(C)C)c1-c1c(C(C)C)cc(C(C)C)cc1C(C)C.CN1CCCN2CCCN=C12.COC(=O)c1cc(-c2cccs2)on1. No catalyst specified. The product is Cc1ccc(Nc2cccnc2)cc1. The yield is 0.657.